This data is from Forward reaction prediction with 1.9M reactions from USPTO patents (1976-2016). The task is: Predict the product of the given reaction. (1) Given the reactants [F:1][C:2]([F:9])([C:5]([F:8])([F:7])[F:6])[CH2:3][NH2:4].[Br:10][CH2:11][CH2:12][CH2:13][CH2:14][C:15]1([C:28](Cl)=[O:29])[C:27]2[CH:26]=[CH:25][CH:24]=[CH:23][C:22]=2[C:21]2[C:16]1=[CH:17][CH:18]=[CH:19][CH:20]=2, predict the reaction product. The product is: [F:1][C:2]([F:9])([C:5]([F:8])([F:7])[F:6])[CH2:3][NH:4][C:28]([C:15]1([CH2:14][CH2:13][CH2:12][CH2:11][Br:10])[C:27]2[CH:26]=[CH:25][CH:24]=[CH:23][C:22]=2[C:21]2[C:16]1=[CH:17][CH:18]=[CH:19][CH:20]=2)=[O:29]. (2) Given the reactants CN(C)C=O.[H-].[Na+].[F:8][C:9]([F:23])([F:22])[C:10]1[CH:15]=[CH:14][N:13]=[C:12]([C:16]2[NH:17][O:18][C:19](=[O:21])[N:20]=2)[CH:11]=1.[Cl-].[NH4+].C[CH2:27][O:28][CH2:29][CH3:30], predict the reaction product. The product is: [CH2:29]([O:28][CH2:27][N:20]1[C:19](=[O:21])[O:18][N:17]=[C:16]1[C:12]1[CH:11]=[C:10]([C:9]([F:8])([F:22])[F:23])[CH:15]=[CH:14][N:13]=1)[C:30]1[CH:14]=[CH:15][CH:10]=[CH:11][CH:12]=1. (3) Given the reactants [H-].[Na+].[Br:3][CH:4]1[CH:8]=[N:7][N:6]=[CH:5]1.[CH3:9][O:10][C:11](=[O:15])[CH:12](Cl)[CH3:13], predict the reaction product. The product is: [CH3:9][O:10][C:11](=[O:15])[CH:12]([N:6]1[CH:5]=[C:4]([Br:3])[CH:8]=[N:7]1)[CH3:13]. (4) Given the reactants [OH:1][C:2]1[CH:3]=[C:4]2[C:8](=[CH:9][CH:10]=1)[N:7]([C:11]1[CH:16]=[CH:15][CH:14]=[C:13]([I:17])[CH:12]=1)[N:6]=[C:5]2[C:18]([NH2:20])=[O:19].C(=O)([O-])[O-].[K+].[K+].[Br:27][CH2:28][CH2:29]Br, predict the reaction product. The product is: [Br:27][CH2:28][CH2:29][O:1][C:2]1[CH:3]=[C:4]2[C:8](=[CH:9][CH:10]=1)[N:7]([C:11]1[CH:16]=[CH:15][CH:14]=[C:13]([I:17])[CH:12]=1)[N:6]=[C:5]2[C:18]([NH2:20])=[O:19]. (5) Given the reactants [CH3:1][O:2][C:3]1[CH:4]=[C:5]([CH:8]=[C:9]([O:11][CH3:12])[CH:10]=1)[CH:6]=O.[CH3:13][C:14]([C:16]1[CH:21]=[CH:20][C:19]([O:22][CH3:23])=[C:18]([O:24][CH3:25])[C:17]=1[O:26][CH3:27])=[O:15], predict the reaction product. The product is: [CH3:1][O:2][C:3]1[CH:4]=[C:5]([CH:6]=[CH:13][C:14]([C:16]2[CH:21]=[CH:20][C:19]([O:22][CH3:23])=[C:18]([O:24][CH3:25])[C:17]=2[O:26][CH3:27])=[O:15])[CH:8]=[C:9]([O:11][CH3:12])[CH:10]=1. (6) Given the reactants [NH2:1][C@H:2]([C:4]1[N:13]([CH2:14][CH2:15][CH2:16][NH:17][C:18](=[O:24])[O:19][C:20]([CH3:23])([CH3:22])[CH3:21])[C:12](=[O:25])[C:11]2[C:6](=[CH:7][CH:8]=[CH:9][C:10]=2[Cl:26])[N:5]=1)[CH3:3].[NH2:27][C:28]1[C:29]([C:36](O)=[O:37])=[N:30][C:31]([Br:35])=[C:32]([NH2:34])[N:33]=1.CN(C(ON1N=NC2C=CC=NC1=2)=[N+](C)C)C.F[P-](F)(F)(F)(F)F.CCN(C(C)C)C(C)C, predict the reaction product. The product is: [Cl:26][C:10]1[CH:9]=[CH:8][CH:7]=[C:6]2[C:11]=1[C:12](=[O:25])[N:13]([CH2:14][CH2:15][CH2:16][NH:17][C:18](=[O:24])[O:19][C:20]([CH3:22])([CH3:21])[CH3:23])[C:4]([C@@H:2]([NH:1][C:36]([C:29]1[C:28]([NH2:27])=[N:33][C:32]([NH2:34])=[C:31]([Br:35])[N:30]=1)=[O:37])[CH3:3])=[N:5]2. (7) Given the reactants [Cl:1][C:2]1[CH:3]=[C:4](/[CH:9]=[CH:10]/[C:11]([OH:13])=O)[CH:5]=[CH:6][C:7]=1[Cl:8].C[N:15]([CH:17]=[O:18])[CH3:16].[C:19](Cl)(=[O:23])C(Cl)=O, predict the reaction product. The product is: [CH2:9]([C@@H:16]1[CH2:19][O:23][C:17](=[O:18])[N:15]1[C:11](=[O:13])/[CH:10]=[CH:9]/[C:4]1[CH:5]=[CH:6][C:7]([Cl:8])=[C:2]([Cl:1])[CH:3]=1)[C:4]1[CH:5]=[CH:6][CH:7]=[CH:2][CH:3]=1. (8) Given the reactants Cl[C:2]1[C:21]([C:22]2[N:26](C3CCCCO3)[N:25]=[CH:24][CH:23]=2)=[CH:20][C:5]([C:6]([NH:8][C:9]2[CH:14]=[CH:13][C:12]([O:15][C:16]([Cl:19])([F:18])[F:17])=[CH:11][CH:10]=2)=[O:7])=[CH:4][N:3]=1.[CH:33]1([N:36]2[CH2:41][CH2:40][NH:39][CH2:38][CH2:37]2)[CH2:35][CH2:34]1, predict the reaction product. The product is: [Cl:19][C:16]([F:18])([F:17])[O:15][C:12]1[CH:11]=[CH:10][C:9]([NH:8][C:6](=[O:7])[C:5]2[CH:20]=[C:21]([C:22]3[NH:26][N:25]=[CH:24][CH:23]=3)[C:2]([N:39]3[CH2:40][CH2:41][N:36]([CH:33]4[CH2:35][CH2:34]4)[CH2:37][CH2:38]3)=[N:3][CH:4]=2)=[CH:14][CH:13]=1.